Task: Predict the reaction yield, written as a fraction of the theoretical maximum amount of product (1.0 means a 100% yield; for example, 0.34 means a 34% yield).. Dataset: Reaction yield outcomes from USPTO patents with 853,638 reactions (1) The reactants are [C:1](=O)([O-])[O-].[K+].[K+].[C:7]1([OH:17])[C:16]2[CH2:15][CH:14]=[CH:13][CH2:12][C:11]=2[CH:10]=[CH:9][CH:8]=1.S(OC)(OC)(=O)=O. The catalyst is C(O)C. The product is [CH3:1][O:17][C:7]1[CH:8]=[CH:9][CH:10]=[C:11]2[C:16]=1[CH2:15][CH:14]=[CH:13][CH2:12]2. The yield is 0.925. (2) The reactants are [O-]P([O-])([O-])=O.[K+].[K+].[K+].[CH2:9]([NH2:16])[C:10]1[CH:15]=[CH:14][CH:13]=[CH:12][CH:11]=1.I[C:18]1[CH:23]=[CH:22][C:21]([O:24][CH3:25])=[CH:20][CH:19]=1.C(O)CO. The catalyst is [Cu]I.CCCCCC.C(OCC)(=O)C.CC(O)C. The product is [CH2:9]([NH:16][C:18]1[CH:23]=[CH:22][C:21]([O:24][CH3:25])=[CH:20][CH:19]=1)[C:10]1[CH:15]=[CH:14][CH:13]=[CH:12][CH:11]=1. The yield is 0.900. (3) The reactants are [O:1]1[CH:5]=[CH:4][N:3]=[CH:2]1.C([Li])CCC.[CH3:11][O:12][C:13](=[O:21])[C:14]1[CH:19]=[CH:18][C:17](Br)=[CH:16][CH:15]=1. The catalyst is C1COCC1.C(OCC)(=O)C.[Cl-].[Zn+2].[Cl-].C1C=CC(P(C2C=CC=CC=2)C2C=CC=CC=2)=CC=1.C1C=CC(P(C2C=CC=CC=2)C2C=CC=CC=2)=CC=1.Cl[Pd]Cl. The product is [CH3:11][O:12][C:13](=[O:21])[C:14]1[CH:19]=[CH:18][C:17]([C:2]2[O:1][CH:5]=[CH:4][N:3]=2)=[CH:16][CH:15]=1. The yield is 0.420. (4) The reactants are Br[C:2]1[CH:3]=[N:4][CH:5]=[CH:6][CH:7]=1.[S:8]1[CH:12]=[CH:11][CH:10]=[C:9]1B1OC(C)(C)C(C)(C)O1.P([O-])([O-])([O-])=O.[K+].[K+].[K+].C1(C)C=CC=CC=1. The catalyst is O. The product is [S:8]1[CH:12]=[CH:11][CH:10]=[C:9]1[C:2]1[CH:3]=[N:4][CH:5]=[CH:6][CH:7]=1. The yield is 0.960. (5) The reactants are [O:1]1[CH:6]=[CH:5][CH2:4][CH2:3][CH2:2]1.[CH2:7]([O:9][C:10](=[O:34])[C:11]([CH3:33])([CH3:32])[CH2:12][CH2:13][CH2:14][CH2:15][CH2:16][CH:17]([OH:31])[CH2:18][CH2:19][CH2:20][CH2:21][CH2:22][C:23]([CH3:30])([CH3:29])[C:24]([O:26][CH2:27][CH3:28])=[O:25])[CH3:8].O.C1(C)C=CC(S(O)(=O)=O)=CC=1. The catalyst is C(Cl)Cl. The product is [CH2:27]([O:26][C:24](=[O:25])[C:23]([CH3:29])([CH3:30])[CH2:22][CH2:21][CH2:20][CH2:19][CH2:18][CH:17]([O:31][CH:6]1[CH2:5][CH2:4][CH2:3][CH2:2][O:1]1)[CH2:16][CH2:15][CH2:14][CH2:13][CH2:12][C:11]([CH3:33])([CH3:32])[C:10]([O:9][CH2:7][CH3:8])=[O:34])[CH3:28]. The yield is 0.620. (6) The reactants are [Cl:1][C:2]1[CH:3]=[C:4]([NH:9][NH2:10])[CH:5]=[CH:6][C:7]=1[F:8].[I:11][C:12]1[CH:17]=[CH:16][C:15]([N:18]2[CH2:23][CH2:22][CH:21]([C:24](=O)[C:25]([F:28])([F:27])[F:26])[C:20](=O)[C:19]2=[O:31])=[CH:14][CH:13]=1.C(O)C.Cl. The catalyst is C(OC(=O)C)C. The product is [Cl:1][C:2]1[CH:3]=[C:4]([N:9]2[C:20]3[C:19](=[O:31])[N:18]([C:15]4[CH:16]=[CH:17][C:12]([I:11])=[CH:13][CH:14]=4)[CH2:23][CH2:22][C:21]=3[C:24]([C:25]([F:28])([F:26])[F:27])=[N:10]2)[CH:5]=[CH:6][C:7]=1[F:8]. The yield is 0.750.